The task is: Token-level Classification. Given an antigen amino acid sequence, predict which amino acid positions are active epitope sites capable of antibody binding. Output is a list of indices for active positions.. This data is from B-cell epitopes from PDB crystal structures with 447 antigens. (1) Given the antigen sequence: APLLLYANRRDLRLVDATNGKENATIVVGGLEDAAAVDFVFSHGLIYWSDVSEEAIKRTEFNKTESVQNVVVSGLLSPDGLACDWLGEKLYWTDSETNRIEVSNLDGSLRKVLFWQELDQPRAIALDPSSGFMYWTDWGEVPKIERAGMDGSSRFIIINSEIYWPNGLTLDYEEQKLYWADAKLNFIHKSNLDGTNRQAVVKGSLPHPFALTLFEDILYWTDWSTHSILACNKYTGEGLREIHSDIFSPMDIHAFSQQRQPNATNPCGIDNGGCSHLCLMSPVKPFYQCACPTGVKLLENGKTCK, which amino acid positions are active epitope sites? The epitope positions are: [8, 9, 31, 34, 50, 53, 75, 76, 78, 95, 121, 137, 163, 165, 181, 205, 206, 208, 222, 223... (22 total positions)]. The amino acids at these positions are: RREAVELSDERWWNAPHFWSFM. (2) Given the antigen sequence: TKKLHKEPATLIKAIDGDTVKLMYKGQPMTFRLLLVDTPETKHPKKGVEKYGPEASAFTKKMVENAKKIEVEFDKGQRTDKYGRGLAYIYADGKMVNEALVRQGLAKVAYVYKPNNTHEQHLRKSEAQAKKEKLNIWS, which amino acid positions are active epitope sites? The epitope positions are: [5, 53, 56, 57, 60, 64, 66, 91, 92, 93, 94, 101, 102, 116, 117, 120, 123, 131]. The amino acids at these positions are: KEAFKNKDGKMRQTHHKE.